Dataset: Reaction yield outcomes from USPTO patents with 853,638 reactions. Task: Predict the reaction yield, written as a fraction of the theoretical maximum amount of product (1.0 means a 100% yield; for example, 0.34 means a 34% yield). (1) The reactants are [CH2:1]([C:3]1[C:4](=[O:12])[N:5]=[C:6]2[C:11]=1[CH:10]=[CH:9][CH:8]=[CH:7]2)[CH3:2].[CH2:13]([Li])[CH2:14][CH2:15][CH3:16].CN(C)[CH2:20][CH2:21]N(C)C.I[CH2:27][CH3:28].[NH4+].[Cl-:30]. The catalyst is C1COCC1. The product is [Cl:30][C:14]1[CH:15]=[C:16]([C:9]2[CH:10]=[C:11]3[C:6](=[CH:7][CH:8]=2)[NH:5][C:4](=[O:12])[C:3]3([CH2:20][CH3:21])[CH2:1][CH3:2])[CH:27]=[CH:28][CH:13]=1. The yield is 0.450. (2) The reactants are [Br:1][C:2]1[CH:9]=[C:6]([CH:7]=O)[C:5]([OH:10])=[CH:4][CH:3]=1.[Cl:11][C:12]1[CH:13]=[C:14]([CH:16]=[C:17]([Cl:19])[CH:18]=1)[NH2:15]. The catalyst is C(O)C. The product is [Cl:11][C:12]1[CH:13]=[C:14]([CH:16]=[C:17]([Cl:19])[CH:18]=1)[N:15]=[CH:7][C:6]1[CH:9]=[C:2]([Br:1])[CH:3]=[CH:4][C:5]=1[OH:10]. The yield is 0.882. (3) The reactants are [F:1][C:2]([F:12])([F:11])[C:3](=[O:10])[CH2:4][C:5]([O:7]CC)=O.[C:13]1([N:19]2[CH2:24][CH2:23][CH:22]([C:25]3[CH:29]=[C:28]([NH2:30])[NH:27][N:26]=3)[CH2:21][CH2:20]2)[CH:18]=[CH:17][CH:16]=[CH:15][CH:14]=1.C(=O)(O)[O-].[Na+]. The catalyst is C(O)(=O)C. The product is [OH:10][C:3]1([C:2]([F:1])([F:11])[F:12])[CH2:4][C:5](=[O:7])[NH:30][C:28]2[NH:27][N:26]=[C:25]([CH:22]3[CH2:21][CH2:20][N:19]([C:13]4[CH:18]=[CH:17][CH:16]=[CH:15][CH:14]=4)[CH2:24][CH2:23]3)[C:29]1=2. The yield is 0.420. (4) The reactants are Br[C:2]1[C:11]2[C:6](=[CH:7][CH:8]=[C:9]([OH:12])[CH:10]=2)[N:5]=[C:4]([C:13]2[CH:18]=[CH:17][C:16]([OH:19])=[CH:15][CH:14]=2)[CH:3]=1.[CH2:20]([Sn](CCCC)(CCCC)C=C)[CH2:21]CC. No catalyst specified. The product is [OH:19][C:16]1[CH:17]=[CH:18][C:13]([C:4]2[CH:3]=[C:2]([CH:20]=[CH2:21])[C:11]3[C:6](=[CH:7][CH:8]=[C:9]([OH:12])[CH:10]=3)[N:5]=2)=[CH:14][CH:15]=1. The yield is 0.690. (5) The reactants are [Cl:1][C:2]1[C:10]2[N:9]=[C:8]3[NH:11][CH2:12][CH2:13][CH2:14][CH2:15][N:7]3[C:6]=2[C:5]([N+:16]([O-:18])=[O:17])=[CH:4][CH:3]=1.[Cl:19][C:20]1[CH:25]=[C:24]([Cl:26])[CH:23]=[CH:22][C:21]=1I.N1C=CC=CC=1C1C=CC=CN=1.C(=O)([O-])[O-].[Cs+].[Cs+]. The catalyst is CN(C)C=O.C(OCC)(=O)C.[Cu]I. The product is [Cl:1][C:2]1[C:10]2[N:9]=[C:8]3[N:11]([C:23]4[CH:22]=[CH:21][C:20]([Cl:19])=[CH:25][C:24]=4[Cl:26])[CH2:12][CH2:13][CH2:14][CH2:15][N:7]3[C:6]=2[C:5]([N+:16]([O-:18])=[O:17])=[CH:4][CH:3]=1. The yield is 0.450. (6) The reactants are [OH:1][CH2:2][C:3]1[CH:8]=[CH:7][C:6]([NH:9][C:10]([C:12]2[CH:16]=[C:15]([C:17]3[CH:22]=[CH:21][CH:20]=[CH:19][CH:18]=3)[O:14][N:13]=2)=[O:11])=[CH:5][CH:4]=1. The catalyst is ClCCCl.[O-2].[O-2].[Mn+4]. The product is [CH:2]([C:3]1[CH:4]=[CH:5][C:6]([NH:9][C:10]([C:12]2[CH:16]=[C:15]([C:17]3[CH:22]=[CH:21][CH:20]=[CH:19][CH:18]=3)[O:14][N:13]=2)=[O:11])=[CH:7][CH:8]=1)=[O:1]. The yield is 0.780. (7) The reactants are [F:1][C:2]1[CH:3]=[CH:4][CH:5]=[C:6]2[C:10]=1[N:9]([CH2:11][CH:12]1[CH2:17][CH2:16][NH:15][CH2:14][CH2:13]1)[C:8](=[O:18])[C:7]12[C:22]2=[CH:23][C:24]3[O:28][CH2:27][O:26][C:25]=3[CH:29]=[C:21]2[O:20][CH2:19]1.C(N(CC)CC)C.[CH3:37][C:38]([CH3:40])=O.C(O[BH-](OC(=O)C)OC(=O)C)(=O)C.[Na+]. The yield is 0.690. The catalyst is ClCCl. The product is [F:1][C:2]1[CH:3]=[CH:4][CH:5]=[C:6]2[C:10]=1[N:9]([CH2:11][CH:12]1[CH2:17][CH2:16][N:15]([CH:38]([CH3:40])[CH3:37])[CH2:14][CH2:13]1)[C:8](=[O:18])[C:7]12[C:22]2=[CH:23][C:24]3[O:28][CH2:27][O:26][C:25]=3[CH:29]=[C:21]2[O:20][CH2:19]1.